Predict the reaction yield, written as a fraction of the theoretical maximum amount of product (1.0 means a 100% yield; for example, 0.34 means a 34% yield). From a dataset of Reaction yield outcomes from USPTO patents with 853,638 reactions. (1) The reactants are [CH3:1][O:2][C:3](=[O:23])[C:4]1[CH:9]=[CH:8][C:7]([CH2:10][NH:11][CH:12]=O)=[N:6][C:5]=1[NH:14][C:15]1[CH:20]=[CH:19][C:18]([I:21])=[CH:17][C:16]=1[F:22].O(Cl)Cl.[P+5]. The catalyst is C1(C)C=CC=CC=1. The product is [CH3:1][O:2][C:3]([C:4]1[CH:9]=[CH:8][C:7]2[N:6]([CH:12]=[N:11][CH:10]=2)[C:5]=1[NH:14][C:15]1[CH:20]=[CH:19][C:18]([I:21])=[CH:17][C:16]=1[F:22])=[O:23]. The yield is 0.500. (2) The reactants are [F:1][C:2]1[CH:3]=[C:4]([NH:24][C:25](=[O:36])[CH2:26][C:27]([NH:29][C:30]2[CH:35]=[CH:34][CH:33]=[CH:32][CH:31]=2)=[O:28])[CH:5]=[CH:6][C:7]=1[O:8][C:9]1[CH:14]=[CH:13][N:12]=[C:11]2[CH:15]=[C:16](C3N(C)C=CN=3)[S:17][C:10]=12.FC1C=C(N)C=CC=1OC1C=CN=C2C=C([C:54]3[N:58]([CH3:59])[CH:57]=[N:56][CH:55]=3)SC=12. No catalyst specified. The product is [F:1][C:2]1[CH:3]=[C:4]([NH:24][C:25](=[O:36])[CH2:26][C:27]([NH:29][C:30]2[CH:31]=[CH:32][CH:33]=[CH:34][CH:35]=2)=[O:28])[CH:5]=[CH:6][C:7]=1[O:8][C:9]1[CH:14]=[CH:13][N:12]=[C:11]2[CH:15]=[C:16]([C:54]3[N:58]([CH3:59])[CH:57]=[N:56][CH:55]=3)[S:17][C:10]=12. The yield is 0.0500. (3) The product is [C:18]([C@H:21]1[O:10][C:1](=[O:11])[C@@H:2]([C:4]2[CH:9]=[CH:8][CH:7]=[CH:6][CH:5]=2)[O:3]1)([CH3:20])([CH3:19])[CH3:17]. The yield is 0.880. The catalyst is FC(F)(F)S(O)(=O)=O. The reactants are [C:1]([OH:11])(=[O:10])[C@@H:2]([C:4]1[CH:9]=[CH:8][CH:7]=[CH:6][CH:5]=1)[OH:3].CCCCC.[CH3:17][C:18]([CH:21]=O)([CH3:20])[CH3:19].C([O-])(O)=O.[Na+]. (4) The reactants are [CH2:1]([NH:8][C:9]([C:11]1[S:19][C:18]2[C:17](=[O:20])[N:16]([CH2:21][C:22]3[CH:27]=[CH:26][CH:25]=[CH:24][CH:23]=3)[C:15](=[O:28])[NH:14][C:13]=2[CH:12]=1)=[O:10])[C:2]1[CH:7]=[CH:6][CH:5]=[CH:4][CH:3]=1.IC.[C:31](=O)([O-])[O-].[K+].[K+].C(OC(C)C)(C)C. The catalyst is CN(C=O)C. The product is [CH2:1]([NH:8][C:9]([C:11]1[S:19][C:18]2[C:17](=[O:20])[N:16]([CH2:21][C:22]3[CH:27]=[CH:26][CH:25]=[CH:24][CH:23]=3)[C:15](=[O:28])[N:14]([CH3:31])[C:13]=2[CH:12]=1)=[O:10])[C:2]1[CH:7]=[CH:6][CH:5]=[CH:4][CH:3]=1. The yield is 0.900.